This data is from Full USPTO retrosynthesis dataset with 1.9M reactions from patents (1976-2016). The task is: Predict the reactants needed to synthesize the given product. (1) Given the product [CH2:1]([N:8]1[C:16]2[C:11](=[CH:12][C:13]([C:30]3[CH:31]=[CH:32][C:27]([Cl:26])=[CH:28][CH:29]=3)=[CH:14][CH:15]=2)[C:10]2[C:18](=[O:22])[C:19](=[O:20])[O:21][CH2:23][C:9]1=2)[C:2]1[CH:7]=[CH:6][CH:5]=[CH:4][CH:3]=1, predict the reactants needed to synthesize it. The reactants are: [CH2:1]([N:8]1[C:16]2[C:11](=[CH:12][C:13](Br)=[CH:14][CH:15]=2)[C:10]([C:18](=[O:22])[C:19]([OH:21])=[O:20])=[C:9]1[CH2:23]O)[C:2]1[CH:7]=[CH:6][CH:5]=[CH:4][CH:3]=1.[K].[Cl:26][C:27]1[CH:32]=[CH:31][C:30](B(O)O)=[CH:29][CH:28]=1.C(=O)([O-])[O-].[K+].[K+]. (2) Given the product [CH3:1][N:2]1[CH2:7][CH2:6][N:5]([CH2:8][C:9]2[CH:10]=[CH:11][C:12]([NH:15][C:16]3[N:21]=[C:20]([C:22]4[CH:26]=[N:25][N:24]([CH3:34])[C:23]=4[C:27]4[CH:32]=[CH:31][C:30]([CH3:33])=[CH:29][CH:28]=4)[CH:19]=[CH:18][N:17]=3)=[CH:13][CH:14]=2)[CH2:4][CH2:3]1, predict the reactants needed to synthesize it. The reactants are: [CH3:1][N:2]1[CH2:7][CH2:6][N:5]([CH2:8][C:9]2[CH:14]=[CH:13][C:12]([NH:15][C:16]3[N:21]=[C:20]([C:22]4[C:23]([C:27]5[CH:32]=[CH:31][C:30]([CH3:33])=[CH:29][CH:28]=5)=[N:24][NH:25][CH:26]=4)[CH:19]=[CH:18][N:17]=3)=[CH:11][CH:10]=2)[CH2:4][CH2:3]1.[CH3:34]O.